This data is from Reaction yield outcomes from USPTO patents with 853,638 reactions. The task is: Predict the reaction yield, written as a fraction of the theoretical maximum amount of product (1.0 means a 100% yield; for example, 0.34 means a 34% yield). (1) The reactants are [CH:1]1([N:7]2[C:12]([OH:13])=[C:11]([C:14]([NH:16][CH2:17][C:18]([O:20]CC)=[O:19])=[O:15])[C:10](=[O:23])[NH:9][C:8]2=[O:24])[CH2:6][CH2:5][CH2:4][CH2:3][CH2:2]1.C(=O)([O-])[O-].[K+].[K+].[CH:31]([C:34]1[CH:41]=[CH:40][C:37]([CH2:38]Cl)=[CH:36][CH:35]=1)([CH3:33])[CH3:32].Cl. The catalyst is CC(N(C)C)=O. The product is [CH:1]1([N:7]2[C:12]([OH:13])=[C:11]([C:14]([NH:16][CH2:17][C:18]([OH:20])=[O:19])=[O:15])[C:10](=[O:23])[N:9]([CH2:38][C:37]3[CH:40]=[CH:41][C:34]([CH:31]([CH3:33])[CH3:32])=[CH:35][CH:36]=3)[C:8]2=[O:24])[CH2:6][CH2:5][CH2:4][CH2:3][CH2:2]1. The yield is 0.360. (2) The product is [C:3]([C:5]1[CH:6]=[CH:7][C:8]([C:11]2[CH:16]=[CH:15][N:14]=[CH:13][C:12]=2[S:17][C:18]([CH3:25])([CH3:24])[C:19]([OH:21])=[O:20])=[CH:9][CH:10]=1)#[N:4]. The catalyst is CO. The reactants are [OH-].[Na+].[C:3]([C:5]1[CH:10]=[CH:9][C:8]([C:11]2[CH:16]=[CH:15][N:14]=[CH:13][C:12]=2[S:17][C:18]([CH3:25])([CH3:24])[C:19]([O:21]CC)=[O:20])=[CH:7][CH:6]=1)#[N:4]. The yield is 0.320. (3) The reactants are [NH2:1][C:2]1[N:7]=[CH:6][NH:5][C:4](=[O:8])[CH:3]=1.C1CCN2C(=NCCC2)CC1.F[C:21]1[C:30]2[C:25](=[CH:26][CH:27]=[CH:28][CH:29]=2)[C:24]([N+:31]([O-:33])=[O:32])=[CH:23][CH:22]=1. The catalyst is CS(C)=O.CO.C(O)(C(F)(F)F)=O. The product is [N+:31]([C:24]1[C:25]2[C:30](=[CH:29][CH:28]=[CH:27][CH:26]=2)[C:21]([O:8][C:4]2[N:5]=[CH:6][N:7]=[C:2]([NH2:1])[CH:3]=2)=[CH:22][CH:23]=1)([O-:33])=[O:32]. The yield is 0.165. (4) The reactants are [Br:1][C:2]1[CH:10]=[CH:9][C:5]([C:6]([OH:8])=[O:7])=[C:4]([Cl:11])[CH:3]=1.C(OC(O[C:15]([CH3:18])([CH3:17])[CH3:16])=O)(O[C:15]([CH3:18])([CH3:17])[CH3:16])=O.CCN(CC)CC. The catalyst is C1COCC1.CN(C)C1C=CN=CC=1.CCOC(C)=O. The product is [Br:1][C:2]1[CH:10]=[CH:9][C:5]([C:6]([O:8][C:15]([CH3:18])([CH3:17])[CH3:16])=[O:7])=[C:4]([Cl:11])[CH:3]=1. The yield is 0.510. (5) The reactants are [CH2:1]([O:3][C:4]([C:6]1[NH:7][CH:8]=[CH:9][C:10]=1[NH2:11])=[O:5])[CH3:2].[C:12]([O:16][C:17]([N:19]1[CH2:24][CH2:23][CH:22]([CH:25]=O)[CH2:21][CH2:20]1)=[O:18])([CH3:15])([CH3:14])[CH3:13]. No catalyst specified. The product is [C:12]([O:16][C:17]([N:19]1[CH2:24][CH2:23][CH:22]([CH2:25][NH:11][C:10]2[CH:9]=[CH:8][NH:7][C:6]=2[C:4]([O:3][CH2:1][CH3:2])=[O:5])[CH2:21][CH2:20]1)=[O:18])([CH3:15])([CH3:13])[CH3:14]. The yield is 0.100. (6) The reactants are [C:1]([O:4][CH:5]1[CH:10]([CH3:11])[CH2:9][C:8]([C:12]2[CH:17]=[CH:16][N:15]=[CH:14][C:13]=2[N+:18]([O-])=O)=[CH:7][CH:6]1[NH:21][C:22]([O:24][C:25]([CH3:28])([CH3:27])[CH3:26])=[O:23])(=[O:3])[CH3:2]. The catalyst is CO.CCOC(C)=O.[Pd]. The product is [C:1]([O:4][CH:5]1[CH:10]([CH3:11])[CH2:9][CH:8]([C:12]2[CH:17]=[CH:16][N:15]=[CH:14][C:13]=2[NH2:18])[CH2:7][CH:6]1[NH:21][C:22]([O:24][C:25]([CH3:26])([CH3:28])[CH3:27])=[O:23])(=[O:3])[CH3:2]. The yield is 0.590.